From a dataset of Reaction yield outcomes from USPTO patents with 853,638 reactions. Predict the reaction yield, written as a fraction of the theoretical maximum amount of product (1.0 means a 100% yield; for example, 0.34 means a 34% yield). (1) The reactants are [Cl:1][C:2]1[N:7]=[C:6](Cl)[CH:5]=[C:4]([CH:9]([CH3:11])[CH3:10])[N:3]=1.[F:12][C:13]1[CH:19]=[CH:18][C:16]([NH2:17])=[CH:15][CH:14]=1.C(N(CC)CC)C. The catalyst is C(O)C. The product is [Cl:1][C:2]1[N:7]=[C:6]([NH:17][C:16]2[CH:18]=[CH:19][C:13]([F:12])=[CH:14][CH:15]=2)[CH:5]=[C:4]([CH:9]([CH3:11])[CH3:10])[N:3]=1. The yield is 0.560. (2) The catalyst is CN(C)C=O. The reactants are [C:1]([C:3]([C:9]#[N:10])=[C:4]([C:7]#[N:8])[C:5]#[N:6])#N.[CH2:11]([N:15]([CH2:24][CH2:25][CH2:26][CH3:27])[C:16]1[CH:21]=[CH:20]C=[C:18]([O:22][CH3:23])[CH:17]=1)[CH2:12][CH2:13][CH3:14]. The product is [C:5]([C:4](=[C:3]([C:1]1[CH:20]=[CH:21][C:16]([N:15]([CH2:11][CH2:12][CH2:13][CH3:14])[CH2:24][CH2:25][CH2:26][CH3:27])=[CH:17][C:18]=1[O:22][CH3:23])[C:9]#[N:10])[C:7]#[N:8])#[N:6]. The yield is 0.772. (3) The reactants are [C:1]([S:4][CH2:5]/[CH:6]=[C:7](/[C:9]1[CH:10]=[C:11]([NH:16][C:17]([C:19]2[CH:24]=[CH:23][C:22]([Cl:25])=[CH:21][N:20]=2)=[O:18])[CH:12]=[CH:13][C:14]=1[F:15])\[CH3:8])(=[NH:3])[NH2:2].Cl.FC(F)(F)S(O)(=O)=O. The catalyst is FC(F)(F)C(O)=O. The product is [NH2:3][C:1]1[S:4][CH2:5][CH2:6][C@:7]([C:9]2[CH:10]=[C:11]([NH:16][C:17]([C:19]3[CH:24]=[CH:23][C:22]([Cl:25])=[CH:21][N:20]=3)=[O:18])[CH:12]=[CH:13][C:14]=2[F:15])([CH3:8])[N:2]=1. The yield is 0.100. (4) The product is [CH2:1]([CH:3]([C:6]1[C:7]2[N:8]([C:13]([C:18]3[S:22][C:21]4[CH:23]=[CH:24][C:25]([F:27])=[CH:26][C:20]=4[C:19]=3[CH3:28])=[C:14]([CH3:16])[N:15]=2)[N:9]=[C:10]([CH3:12])[CH:11]=1)[CH2:4][CH3:5])[CH3:2]. The yield is 0.650. The catalyst is CN(C=O)C.C1C=CC(/C=C/C(/C=C/C2C=CC=CC=2)=O)=CC=1.C1C=CC(/C=C/C(/C=C/C2C=CC=CC=2)=O)=CC=1.C1C=CC(/C=C/C(/C=C/C2C=CC=CC=2)=O)=CC=1.[Pd].[Pd]. The reactants are [CH2:1]([CH:3]([C:6]1[C:7]2[N:8]([CH:13]=[C:14]([CH3:16])[N:15]=2)[N:9]=[C:10]([CH3:12])[CH:11]=1)[CH2:4][CH3:5])[CH3:2].Br[C:18]1[S:22][C:21]2[CH:23]=[CH:24][C:25]([F:27])=[CH:26][C:20]=2[C:19]=1[CH3:28].C1(P(C2C=CC=CC=2)C2C=CC=CC=2)C=CC=CC=1.C([O-])([O-])=O.[Cs+].[Cs+]. (5) The reactants are [Br:1]Br.[NH2:3][C:4]1[N:12]=[CH:11][CH:10]=[CH:9][C:5]=1[C:6]([OH:8])=[O:7]. The catalyst is C(O)(=O)C. The product is [BrH:1].[NH2:3][C:4]1[N:12]=[CH:11][C:10]([Br:1])=[CH:9][C:5]=1[C:6]([OH:8])=[O:7]. The yield is 0.930. (6) The reactants are [C:1]([O:5][C:6](=[O:22])[NH:7][C:8]1[N:16]=[CH:15][C:14]2[NH:13][C:12]3[N:17]=[CH:18][C:19](Br)=[CH:20][C:11]=3[C:10]=2[CH:9]=1)([CH3:4])([CH3:3])[CH3:2].[N:23]1([CH2:29][C:30]2[CH:35]=[CH:34][C:33](B(O)O)=[CH:32][CH:31]=2)[CH2:28][CH2:27][CH2:26][CH2:25][CH2:24]1. The catalyst is O1CCOCC1.C(=O)([O-])[O-].[Cs+].[Cs+].C(Cl)Cl.O. The product is [C:1]([O:5][C:6](=[O:22])[NH:7][C:8]1[N:16]=[CH:15][C:14]2[NH:13][C:12]3[N:17]=[CH:18][C:19]([C:33]4[CH:32]=[CH:31][C:30]([CH2:29][N:23]5[CH2:28][CH2:27][CH2:26][CH2:25][CH2:24]5)=[CH:35][CH:34]=4)=[CH:20][C:11]=3[C:10]=2[CH:9]=1)([CH3:4])([CH3:3])[CH3:2]. The yield is 0.300. (7) The reactants are CI.[C:3]1([CH2:9][O:10][C:11]([C:13]2([NH:19][C:20]([N:22]3[CH2:26][CH2:25][NH:24][C:23]3=[O:27])=[O:21])[CH2:18][CH2:17][CH2:16][CH2:15][CH2:14]2)=[O:12])[CH:8]=[CH:7][CH:6]=[CH:5][CH:4]=1.[C:28](=O)([O-])[O-].[K+].[K+]. The catalyst is C(#N)C. The product is [C:3]1([CH2:9][O:10][C:11]([C:13]2([NH:19][C:20]([N:22]3[CH2:26][CH2:25][N:24]([CH3:28])[C:23]3=[O:27])=[O:21])[CH2:18][CH2:17][CH2:16][CH2:15][CH2:14]2)=[O:12])[CH:8]=[CH:7][CH:6]=[CH:5][CH:4]=1. The yield is 0.500. (8) The reactants are [CH2:1]([O:15][CH2:16][CH:17]([O:23][CH2:24][CH2:25][CH2:26][CH2:27][CH2:28][CH2:29][CH2:30][CH2:31][CH2:32][CH2:33][CH2:34][CH2:35][CH2:36][CH3:37])[CH2:18][O:19]CC=C)[CH2:2][CH2:3][CH2:4][CH2:5][CH2:6][CH2:7][CH2:8][CH2:9][CH2:10][CH2:11][CH2:12][CH2:13][CH3:14].FC(F)(F)C(O)=O. The catalyst is C(O)C.[Sn].C1C=CC([P]([Pd]([P](C2C=CC=CC=2)(C2C=CC=CC=2)C2C=CC=CC=2)([P](C2C=CC=CC=2)(C2C=CC=CC=2)C2C=CC=CC=2)[P](C2C=CC=CC=2)(C2C=CC=CC=2)C2C=CC=CC=2)(C2C=CC=CC=2)C2C=CC=CC=2)=CC=1. The product is [CH2:1]([O:15][CH2:16][CH:17]([O:23][CH2:24][CH2:25][CH2:26][CH2:27][CH2:28][CH2:29][CH2:30][CH2:31][CH2:32][CH2:33][CH2:34][CH2:35][CH2:36][CH3:37])[CH2:18][OH:19])[CH2:2][CH2:3][CH2:4][CH2:5][CH2:6][CH2:7][CH2:8][CH2:9][CH2:10][CH2:11][CH2:12][CH2:13][CH3:14]. The yield is 0.831.